Task: Predict the reactants needed to synthesize the given product.. Dataset: Full USPTO retrosynthesis dataset with 1.9M reactions from patents (1976-2016) (1) Given the product [Cl:1][C:2]1[CH:7]=[CH:6][CH:5]=[CH:4][C:3]=1[C@H:8]([NH:11][C:12]([C:14]1[CH:15]=[C:16]2[C:20](=[CH:21][CH:22]=1)[NH:19][N:18]=[C:17]2[C:35]1[CH:36]=[CH:37][C:32]([O:31][CH:28]2[CH2:27][CH2:26][N:25]([CH3:24])[CH2:30][CH2:29]2)=[CH:33][CH:34]=1)=[O:13])[CH2:9][CH3:10], predict the reactants needed to synthesize it. The reactants are: [Cl:1][C:2]1[CH:7]=[CH:6][CH:5]=[CH:4][C:3]=1[C@H:8]([NH:11][C:12]([C:14]1[CH:15]=[C:16]2[C:20](=[CH:21][CH:22]=1)[NH:19][N:18]=[C:17]2I)=[O:13])[CH2:9][CH3:10].[CH3:24][N:25]1[CH2:30][CH2:29][CH:28]([O:31][C:32]2[CH:37]=[CH:36][C:35](B3OC(C)(C)C(C)(C)O3)=[CH:34][CH:33]=2)[CH2:27][CH2:26]1. (2) Given the product [Cl:1][C:2]1[CH:3]=[CH:4][C:5]2[NH:11][C:10](=[S:46])[CH:9]([CH2:13][N:14]3[C:18]([CH2:19][CH2:20][C:21]([O:23][CH2:24][CH3:25])=[O:22])=[N:17][N:16]=[N:15]3)[CH2:8][CH:7]([C:26]3[CH:31]=[CH:30][CH:29]=[C:28]([O:32][CH3:33])[C:27]=3[O:34][CH3:35])[C:6]=2[CH:36]=1, predict the reactants needed to synthesize it. The reactants are: [Cl:1][C:2]1[CH:3]=[CH:4][C:5]2[NH:11][C:10](=O)[CH:9]([CH2:13][N:14]3[C:18]([CH2:19][CH2:20][C:21]([O:23][CH2:24][CH3:25])=[O:22])=[N:17][N:16]=[N:15]3)[CH2:8][CH:7]([C:26]3[CH:31]=[CH:30][CH:29]=[C:28]([O:32][CH3:33])[C:27]=3[O:34][CH3:35])[C:6]=2[CH:36]=1.COC1C=CC(P2(SP(C3C=CC(OC)=CC=3)(=S)S2)=[S:46])=CC=1. (3) Given the product [CH3:1][O:2][C:3]1[CH:8]=[CH:7][C:6]([C:13]2[CH:18]=[CH:17][C:16]([C:19]3[O:20][C:21]([CH3:31])=[C:22]([CH2:24][CH2:25][N:26]4[CH2:27][CH2:28][CH2:29][CH2:30]4)[N:23]=3)=[CH:15][CH:14]=2)=[CH:5][CH:4]=1, predict the reactants needed to synthesize it. The reactants are: [CH3:1][O:2][C:3]1[CH:8]=[CH:7][C:6](B(O)O)=[CH:5][CH:4]=1.Br[C:13]1[CH:18]=[CH:17][C:16]([C:19]2[O:20][C:21]([CH3:31])=[C:22]([CH2:24][CH2:25][N:26]3[CH2:30][CH2:29][CH2:28][CH2:27]3)[N:23]=2)=[CH:15][CH:14]=1. (4) Given the product [NH2:4][C:5]1[C:13]([N+:14]([O-:16])=[O:15])=[CH:12][C:8]([C:9]([OH:11])=[O:10])=[CH:7][C:6]=1[CH3:17], predict the reactants needed to synthesize it. The reactants are: C([NH:4][C:5]1[C:13]([N+:14]([O-:16])=[O:15])=[CH:12][C:8]([C:9]([OH:11])=[O:10])=[CH:7][C:6]=1[CH3:17])(=O)C. (5) Given the product [Cl:26][C:23]([C:27]1[CH:28]=[CH:29][CH:30]=[CH:31][CH:32]=1)([C:27]1[CH:32]=[CH:31][CH:30]=[CH:29][CH:28]=1)[C:24]1[CH:7]=[CH:8][C:3]2[CH2:2][CH2:1][C:4]=2[CH:5]=1, predict the reactants needed to synthesize it. The reactants are: [CH2:1]1[C:4]2[CH:5]=C[C:7](C(C3C=CC=CC=3)(C3C=CC=CC=3)O)=[CH:8][C:3]=2[CH2:2]1.[C:23]([Cl:26])(=O)[CH3:24].[C:27]1(C)[CH:32]=[CH:31][CH:30]=[CH:29][CH:28]=1. (6) Given the product [CH2:26]([O:25][C:7]1[CH:6]=[C:5]([CH:10]=[CH:9][C:8]=1[N:11]1[CH2:12][C:13](=[O:24])[N:14]([CH2:18][CH2:19][Si:20]([CH3:21])([CH3:22])[CH3:23])[S:15]1(=[O:16])=[O:17])[CH2:4][C:3]1[CH:33]=[CH:34][CH:35]=[CH:36][C:2]=1[NH:1][C:37](=[O:39])[CH3:38])[C:27]1[CH:32]=[CH:31][CH:30]=[CH:29][CH:28]=1, predict the reactants needed to synthesize it. The reactants are: [NH2:1][C:2]1[CH:36]=[CH:35][CH:34]=[CH:33][C:3]=1[CH2:4][C:5]1[CH:10]=[CH:9][C:8]([N:11]2[S:15](=[O:17])(=[O:16])[N:14]([CH2:18][CH2:19][Si:20]([CH3:23])([CH3:22])[CH3:21])[C:13](=[O:24])[CH2:12]2)=[C:7]([O:25][CH2:26][C:27]2[CH:32]=[CH:31][CH:30]=[CH:29][CH:28]=2)[CH:6]=1.[C:37](Cl)(=[O:39])[CH3:38]. (7) Given the product [C:24]([C:23]1[CH:22]=[CH:21][C:20]([C:18](/[C:17](/[C:14]2[CH:13]=[CH:12][C:11]([C:9]#[N:10])=[CH:16][CH:15]=2)=[CH:3]/[N:4]([CH3:5])[CH3:6])=[O:19])=[CH:27][CH:26]=1)#[N:25], predict the reactants needed to synthesize it. The reactants are: CO[CH:3](OC)[N:4]([CH3:6])[CH3:5].[C:9]([C:11]1[CH:16]=[CH:15][C:14]([CH2:17][C:18]([C:20]2[CH:27]=[CH:26][C:23]([C:24]#[N:25])=[CH:22][CH:21]=2)=[O:19])=[CH:13][CH:12]=1)#[N:10]. (8) The reactants are: [Cl:1][C:2]1[CH:9]=[CH:8][C:5]([CH:6]=O)=[CH:4][CH:3]=1.[N+:10]([CH2:13][CH3:14])([O-:12])=[O:11].N1CCCCC1. Given the product [Cl:1][C:2]1[CH:9]=[CH:8][C:5](/[CH:6]=[C:13](/[N+:10]([O-:12])=[O:11])\[CH3:14])=[CH:4][CH:3]=1, predict the reactants needed to synthesize it. (9) Given the product [CH3:12][O:11][C:9]1[CH:8]=[CH:7][C:3]([C:4]([OH:6])=[O:5])=[C:2]([NH:1][CH2:17][CH2:18][CH3:19])[CH:10]=1, predict the reactants needed to synthesize it. The reactants are: [NH2:1][C:2]1[CH:10]=[C:9]([O:11][CH3:12])[CH:8]=[CH:7][C:3]=1[C:4]([OH:6])=[O:5].ClCCCl.[CH:17](=O)[CH2:18][CH3:19].C(O[BH-](OC(=O)C)OC(=O)C)(=O)C.[Na+]. (10) Given the product [CH3:1][C:2]1([CH3:22])[C:10]2=[CH:11][C:12]3[N:13]([C:35]4[CH:36]=[CH:37][C:38]5[C:39]6[C:26](=[CH:25][CH:24]=[CH:41][CH:40]=6)[C:27]6[C:32](=[CH:31][CH:30]=[CH:29][CH:28]=6)[C:33]=5[CH:34]=4)[C:14]4[C:19]([C:20]=3[CH:21]=[C:9]2[C:8]2[C:3]1=[CH:4][CH:5]=[CH:6][CH:7]=2)=[CH:18][CH:17]=[CH:16][CH:15]=4, predict the reactants needed to synthesize it. The reactants are: [CH3:1][C:2]1([CH3:22])[C:10]2=[CH:11][C:12]3[NH:13][C:14]4[C:19]([C:20]=3[CH:21]=[C:9]2[C:8]2[C:3]1=[CH:4][CH:5]=[CH:6][CH:7]=2)=[CH:18][CH:17]=[CH:16][CH:15]=4.Br[C:24]1[CH:41]=[CH:40][C:39]2[C:38]3[C:33](=[CH:34][CH:35]=[CH:36][CH:37]=3)[C:32]3[C:27](=[CH:28][CH:29]=[CH:30][CH:31]=3)[C:26]=2[CH:25]=1.CC(C)([O-])C.[Na+].